Dataset: NCI-60 drug combinations with 297,098 pairs across 59 cell lines. Task: Regression. Given two drug SMILES strings and cell line genomic features, predict the synergy score measuring deviation from expected non-interaction effect. (1) Cell line: HCT-15. Synergy scores: CSS=36.5, Synergy_ZIP=-1.33, Synergy_Bliss=-0.905, Synergy_Loewe=-11.0, Synergy_HSA=-0.677. Drug 1: CC12CCC(CC1=CCC3C2CCC4(C3CC=C4C5=CN=CC=C5)C)O. Drug 2: C1=CC(=CC=C1CCC2=CNC3=C2C(=O)NC(=N3)N)C(=O)NC(CCC(=O)O)C(=O)O. (2) Drug 1: COC1=NC(=NC2=C1N=CN2C3C(C(C(O3)CO)O)O)N. Drug 2: C1=NNC2=C1C(=O)NC=N2. Cell line: SF-539. Synergy scores: CSS=-5.47, Synergy_ZIP=0.0576, Synergy_Bliss=-4.24, Synergy_Loewe=-5.69, Synergy_HSA=-5.81. (3) Drug 1: C1C(C(OC1N2C=C(C(=O)NC2=O)F)CO)O. Drug 2: C(=O)(N)NO. Cell line: MALME-3M. Synergy scores: CSS=12.5, Synergy_ZIP=-2.71, Synergy_Bliss=-0.721, Synergy_Loewe=-27.1, Synergy_HSA=0.895. (4) Drug 1: CS(=O)(=O)C1=CC(=C(C=C1)C(=O)NC2=CC(=C(C=C2)Cl)C3=CC=CC=N3)Cl. Drug 2: CC1=C2C(C(=O)C3(C(CC4C(C3C(C(C2(C)C)(CC1OC(=O)C(C(C5=CC=CC=C5)NC(=O)OC(C)(C)C)O)O)OC(=O)C6=CC=CC=C6)(CO4)OC(=O)C)OC)C)OC. Cell line: M14. Synergy scores: CSS=62.8, Synergy_ZIP=12.1, Synergy_Bliss=12.4, Synergy_Loewe=-26.0, Synergy_HSA=10.4. (5) Drug 1: C(=O)(N)NO. Drug 2: N.N.Cl[Pt+2]Cl. Cell line: CAKI-1. Synergy scores: CSS=18.5, Synergy_ZIP=-7.77, Synergy_Bliss=-2.47, Synergy_Loewe=-13.1, Synergy_HSA=-3.07. (6) Drug 1: C1=C(C(=O)NC(=O)N1)N(CCCl)CCCl. Drug 2: C1C(C(OC1N2C=NC3=C(N=C(N=C32)Cl)N)CO)O. Cell line: HOP-62. Synergy scores: CSS=5.99, Synergy_ZIP=-1.97, Synergy_Bliss=-1.30, Synergy_Loewe=-6.14, Synergy_HSA=-2.46. (7) Drug 2: COCCOC1=C(C=C2C(=C1)C(=NC=N2)NC3=CC=CC(=C3)C#C)OCCOC.Cl. Cell line: ACHN. Drug 1: CCCCC(=O)OCC(=O)C1(CC(C2=C(C1)C(=C3C(=C2O)C(=O)C4=C(C3=O)C=CC=C4OC)O)OC5CC(C(C(O5)C)O)NC(=O)C(F)(F)F)O. Synergy scores: CSS=40.5, Synergy_ZIP=1.14, Synergy_Bliss=-0.128, Synergy_Loewe=0.776, Synergy_HSA=3.26. (8) Drug 1: C1CCC(C1)C(CC#N)N2C=C(C=N2)C3=C4C=CNC4=NC=N3. Drug 2: CC1CCCC2(C(O2)CC(NC(=O)CC(C(C(=O)C(C1O)C)(C)C)O)C(=CC3=CSC(=N3)C)C)C. Cell line: U251. Synergy scores: CSS=6.63, Synergy_ZIP=0.803, Synergy_Bliss=0.491, Synergy_Loewe=-3.07, Synergy_HSA=0.497. (9) Drug 1: CS(=O)(=O)OCCCCOS(=O)(=O)C. Drug 2: C1C(C(OC1N2C=NC3=C2NC=NCC3O)CO)O. Cell line: NCIH23. Synergy scores: CSS=6.41, Synergy_ZIP=1.42, Synergy_Bliss=6.16, Synergy_Loewe=7.08, Synergy_HSA=5.86.